Dataset: Reaction yield outcomes from USPTO patents with 853,638 reactions. Task: Predict the reaction yield, written as a fraction of the theoretical maximum amount of product (1.0 means a 100% yield; for example, 0.34 means a 34% yield). (1) The catalyst is CN(C=O)C. The reactants are [Br:1][C:2]1[CH:13]=[CH:12][C:5]2[S:6][CH:7]=[C:8]([C:9]([OH:11])=O)[C:4]=2[CH:3]=1.[NH:14]1[CH2:19][CH2:18][CH2:17][CH2:16][CH2:15]1.C1C=CC2N(O)N=NC=2C=1.C(Cl)CCl. The product is [Br:1][C:2]1[CH:13]=[CH:12][C:5]2[S:6][CH:7]=[C:8]([C:9]([N:14]3[CH2:19][CH2:18][CH2:17][CH2:16][CH2:15]3)=[O:11])[C:4]=2[CH:3]=1. The yield is 0.980. (2) The reactants are [CH:1]([C:4]1[CH:9]=[CH:8][C:7]([NH:10][C:11]([C:13]2[CH:18]=[C:17]([C:19]3[CH:24]=[C:23]([NH:25]C(=O)OCC4C=CC=CC=4)[C:22](=[O:36])[NH:21][CH:20]=3)[CH:16]=[CH:15][N:14]=2)=[O:12])=[CH:6][C:5]=1[CH3:37])([CH3:3])[CH3:2]. The catalyst is CO.[OH-].[OH-].[Pd+2]. The product is [NH2:25][C:23]1[C:22](=[O:36])[NH:21][CH:20]=[C:19]([C:17]2[CH:16]=[CH:15][N:14]=[C:13]([C:11]([NH:10][C:7]3[CH:8]=[CH:9][C:4]([CH:1]([CH3:2])[CH3:3])=[C:5]([CH3:37])[CH:6]=3)=[O:12])[CH:18]=2)[CH:24]=1. The yield is 0.800. (3) The reactants are [C:1]1([C:7]2[CH:8]=[N:9][CH:10]=[CH:11][CH:12]=2)[CH:6]=[CH:5][CH:4]=[CH:3][CH:2]=1.[OH:13]O. The catalyst is C(O)(=O)C. The product is [C:1]1([C:7]2[CH:8]=[N+:9]([O-:13])[CH:10]=[CH:11][CH:12]=2)[CH:2]=[CH:3][CH:4]=[CH:5][CH:6]=1. The yield is 0.820. (4) The reactants are [F:1][CH:2]([F:42])[C:3]1[N:7]([C:8]2[N:13]=[C:12]([N:14]3[CH2:19][CH2:18][O:17][CH2:16][CH2:15]3)[N:11]=[C:10]([N:20]([CH2:27][CH2:28][CH2:29][N:30]3[CH2:35][CH2:34][NH:33][CH2:32][CH2:31]3)[CH:21]3[CH2:26][CH2:25][NH:24][CH2:23][CH2:22]3)[N:9]=2)[C:6]2[CH:36]=[CH:37][CH:38]=[C:39]([O:40][CH3:41])[C:5]=2[N:4]=1.[CH3:43][S:44](Cl)(=[O:46])=[O:45]. The catalyst is C(Cl)Cl. The product is [F:42][CH:2]([F:1])[C:3]1[N:7]([C:8]2[N:13]=[C:12]([N:14]3[CH2:15][CH2:16][O:17][CH2:18][CH2:19]3)[N:11]=[C:10]([N:20]([CH2:27][CH2:28][CH2:29][N:30]3[CH2:31][CH2:32][N:33]([S:44]([CH3:43])(=[O:46])=[O:45])[CH2:34][CH2:35]3)[CH:21]3[CH2:22][CH2:23][N:24]([S:44]([CH3:43])(=[O:46])=[O:45])[CH2:25][CH2:26]3)[N:9]=2)[C:6]2[CH:36]=[CH:37][CH:38]=[C:39]([O:40][CH3:41])[C:5]=2[N:4]=1. The yield is 0.360. (5) The reactants are [NH2:1][C@@H:2]([CH2:5][CH2:6][C:7]1[C:16]2[C:11](=[CH:12][CH:13]=[CH:14][CH:15]=2)[N:10]=[C:9]([N:17]2[CH2:23][CH2:22][CH2:21][C:20]3[CH:24]=[CH:25][CH:26]=[CH:27][C:19]=3[CH2:18]2)[CH:8]=1)[CH2:3][OH:4].C([O-])(=O)C.[K+].O.[N:34]#[C:35]Br. The catalyst is CO. The product is [CH2:18]1[C:19]2[CH:27]=[CH:26][CH:25]=[CH:24][C:20]=2[CH2:21][CH2:22][CH2:23][N:17]1[C:9]1[CH:8]=[C:7]([CH2:6][CH2:5][C@H:2]2[CH2:3][O:4][C:35]([NH2:34])=[N:1]2)[C:16]2[C:11](=[CH:12][CH:13]=[CH:14][CH:15]=2)[N:10]=1. The yield is 0.345. (6) The reactants are [F:1][C:2]1[CH:3]=[C:4]([CH:7]=[CH:8][CH:9]=1)[CH:5]=O.[O:10]=[C:11]([CH:13](P(=O)(OCC)OCC)[CH2:14][CH2:15][CH2:16][CH2:17][CH3:18])[CH3:12]. No catalyst specified. The product is [F:1][C:2]1[CH:3]=[C:4]([CH:7]=[CH:8][CH:9]=1)/[CH:5]=[C:13](\[CH2:14][CH2:15][CH2:16][CH2:17][CH3:18])/[C:11](=[O:10])[CH3:12]. The yield is 0.400. (7) The reactants are Br[C:2]1[CH:3]=[C:4]2[C:8](=[C:9]([F:11])[CH:10]=1)[NH:7][CH:6]=[CH:5]2.[CH2:12]([O:14][C:15](=[O:35])[CH:16]=[C:17](C1C=CC(OC)=C2C=1C=CN2)[C:18]1[CH:23]=[CH:22][CH:21]=[CH:20][CH:19]=1)[CH3:13]. No catalyst specified. The product is [CH2:12]([O:14][C:15](=[O:35])[CH:16]=[C:17]([C:2]1[CH:3]=[C:4]2[C:8](=[C:9]([F:11])[CH:10]=1)[NH:7][CH:6]=[CH:5]2)[C:18]1[CH:23]=[CH:22][CH:21]=[CH:20][CH:19]=1)[CH3:13]. The yield is 0.740. (8) The reactants are [CH:1]([C:4]1([CH:10]([OH:14])[CH2:11][CH2:12][CH3:13])SCCCS1)([CH3:3])[CH3:2].C[OH:16]. The catalyst is C(#N)C. The product is [OH:14][CH:10]([CH2:11][CH2:12][CH3:13])[C:4](=[O:16])[CH:1]([CH3:3])[CH3:2]. The yield is 0.910.